This data is from Reaction yield outcomes from USPTO patents with 853,638 reactions. The task is: Predict the reaction yield, written as a fraction of the theoretical maximum amount of product (1.0 means a 100% yield; for example, 0.34 means a 34% yield). The reactants are [CH3:1][O:2][C:3]1[CH:4]=[C:5]([CH:11]=[CH:12][C:13]=1[O:14][CH2:15][C:16]1[N:17]=[C:18]([CH2:21][C:22]2[CH:27]=[CH:26][C:25]([NH2:28])=[CH:24][CH:23]=2)[S:19][CH:20]=1)[C:6]([O:8][CH2:9][CH3:10])=[O:7].C(N(CC)CC)C.[C:36]1([CH3:45])[C:37]([N:42]=[C:43]=[O:44])=[CH:38][CH:39]=[CH:40][CH:41]=1. The catalyst is C1COCC1. The product is [CH3:1][O:2][C:3]1[CH:4]=[C:5]([CH:11]=[CH:12][C:13]=1[O:14][CH2:15][C:16]1[N:17]=[C:18]([CH2:21][C:22]2[CH:23]=[CH:24][C:25]([NH:28][C:43]([NH:42][C:37]3[CH:38]=[CH:39][CH:40]=[CH:41][C:36]=3[CH3:45])=[O:44])=[CH:26][CH:27]=2)[S:19][CH:20]=1)[C:6]([O:8][CH2:9][CH3:10])=[O:7]. The yield is 0.940.